Dataset: Full USPTO retrosynthesis dataset with 1.9M reactions from patents (1976-2016). Task: Predict the reactants needed to synthesize the given product. (1) Given the product [NH2:7][CH2:8][CH2:9][CH2:10][O:11][C:12]1[CH:17]=[C:16]([N:18]2[CH2:22][CH2:21][CH2:20][S:19]2(=[O:23])=[O:24])[CH:15]=[CH:14][C:13]=1[C:25]([N:27]1[CH2:28][CH2:29][N:30]([C:33]2[CH:38]=[CH:37][C:36]([CH3:39])=[CH:35][C:34]=2[CH3:40])[CH2:31][CH2:32]1)=[O:26], predict the reactants needed to synthesize it. The reactants are: C(OC(=O)[NH:7][CH2:8][CH2:9][CH2:10][O:11][C:12]1[CH:17]=[C:16]([N:18]2[CH2:22][CH2:21][CH2:20][S:19]2(=[O:24])=[O:23])[CH:15]=[CH:14][C:13]=1[C:25]([N:27]1[CH2:32][CH2:31][N:30]([C:33]2[CH:38]=[CH:37][C:36]([CH3:39])=[CH:35][C:34]=2[CH3:40])[CH2:29][CH2:28]1)=[O:26])(C)(C)C.FC(F)(F)C(O)=O.C(=O)([O-])O.[Na+]. (2) Given the product [Cl:1][C:2]1[CH:7]=[C:6]([NH:8][C:9]2[CH:10]=[CH:11][C:12]([F:15])=[CH:13][CH:14]=2)[CH:5]=[CH:4][C:3]=1[C:17]([C:19]1[CH:24]=[C:23]([C:25]#[CH:26])[CH:22]=[CH:21][C:20]=1[CH3:27])=[O:18], predict the reactants needed to synthesize it. The reactants are: [Cl:1][C:2]1[CH:7]=[C:6]([NH:8][C:9]2[CH:14]=[CH:13][C:12]([F:15])=[CH:11][C:10]=2F)[CH:5]=[CH:4][C:3]=1[C:17]([C:19]1[CH:24]=[C:23]([C:25]#[CH:26])[CH:22]=[CH:21][C:20]=1[CH3:27])=[O:18].ClC1C=C(NC2C=CC(F)=CC=2)C=CC=1C(C1C=C(C#C[Si](C)(C)C)C=CC=1C)=O. (3) Given the product [Cl:26][C:21]1[CH:22]=[CH:23][CH:24]=[CH:25][C:20]=1[N:18]([CH3:19])[C:16]([C:14]1[S:13][C:12]2[C:6]3[CH:5]=[CH:4][C:3]([CH2:2][NH:32][CH2:31][CH2:30][N:29]([CH3:33])[CH3:28])=[CH:27][C:7]=3[O:8][CH2:9][CH2:10][C:11]=2[CH:15]=1)=[O:17], predict the reactants needed to synthesize it. The reactants are: Br[CH2:2][C:3]1[CH:4]=[CH:5][C:6]2[C:12]3[S:13][C:14]([C:16]([N:18]([C:20]4[CH:25]=[CH:24][CH:23]=[CH:22][C:21]=4[Cl:26])[CH3:19])=[O:17])=[CH:15][C:11]=3[CH2:10][CH2:9][O:8][C:7]=2[CH:27]=1.[CH3:28][N:29]([CH3:33])[CH2:30][CH2:31][NH2:32]. (4) Given the product [CH2:1]([O:8][CH2:9][CH2:10][C@H:11]([NH:25][C:26](=[O:27])[O:28][C:29]([CH3:30])([CH3:32])[CH3:31])[C:12]([NH:14][N:15]1[CH:19]=[CH:18][C:17]([Br:20])=[C:16]1[C:21](=[O:23])[NH:33][C:34]1[CH:39]=[CH:38][CH:37]=[CH:36][CH:35]=1)=[O:13])[C:2]1[CH:7]=[CH:6][CH:5]=[CH:4][CH:3]=1, predict the reactants needed to synthesize it. The reactants are: [CH2:1]([O:8][CH2:9][CH2:10][C@H:11]([NH:25][C:26]([O:28][C:29]([CH3:32])([CH3:31])[CH3:30])=[O:27])[C:12]([NH:14][N:15]1[CH:19]=[CH:18][C:17]([Br:20])=[C:16]1[C:21]([O:23]C)=O)=[O:13])[C:2]1[CH:7]=[CH:6][CH:5]=[CH:4][CH:3]=1.[NH2:33][C:34]1[CH:39]=[CH:38][CH:37]=[CH:36][CH:35]=1.C[Al](C)C.